Predict the reactants needed to synthesize the given product. From a dataset of Full USPTO retrosynthesis dataset with 1.9M reactions from patents (1976-2016). (1) Given the product [F:20][C:21]([F:26])([F:25])[C:22]([OH:24])=[O:23].[NH:11]1[C:12]2[CH:18]=[CH:17][CH:16]=[CH:15][C:13]=2[CH2:14][NH:8][CH2:9][C:10]1=[O:19], predict the reactants needed to synthesize it. The reactants are: C(OC([N:8]1[CH2:14][C:13]2[CH:15]=[CH:16][CH:17]=[CH:18][C:12]=2[NH:11][C:10](=[O:19])[CH2:9]1)=O)(C)(C)C.[F:20][C:21]([F:26])([F:25])[C:22]([OH:24])=[O:23]. (2) Given the product [C:16]([O:15][C:13](=[O:14])[NH:20][CH2:21][CH2:22][N:3]1[C:2]([I:1])=[C:6]([I:7])[N:5]=[C:4]1[CH:8]([CH3:10])[CH3:9])([CH3:19])([CH3:18])[CH3:17], predict the reactants needed to synthesize it. The reactants are: [I:1][C:2]1[N:3]=[C:4]([CH:8]([CH3:10])[CH3:9])[NH:5][C:6]=1[I:7].[H-].[Na+].[C:13]([NH:20][CH2:21][CH2:22]Br)([O:15][C:16]([CH3:19])([CH3:18])[CH3:17])=[O:14].O. (3) Given the product [P:1]([O:5][CH2:6][C@H:7]1[O:11][C@@H:10]([N:12]2[C:26]3[N:25]=[CH:24][N:23]=[C:16]([NH2:17])[C:15]=3[N:14]=[CH:13]2)[C@H:9]([O:27][CH3:28])[C@@H:8]1[OH:29])([OH:3])([OH:4])=[O:2], predict the reactants needed to synthesize it. The reactants are: [P:1]([O:5][CH2:6][C@H:7]1[O:11][C@@H:10]([N:12]2[C:26]3[N:25]=[CH:24][N:23]=[C:16]([NH:17]C(=O)CCC)[C:15]=3[N:14]=[CH:13]2)[C@H:9]([O:27][CH3:28])[C@@H:8]1[O:29]C(=O)C1C=CC=CC=1)([OH:4])([OH:3])=[O:2].C(N(CC)CC)C.C[Si](Cl)(C)C.II.O.C(S)C. (4) Given the product [Br:17][C:18]1[CH:19]=[CH:20][C:21]([NH:24][CH2:25][CH2:26][NH:27][C:2]2[CH:7]=[C:6]([C:8]3[CH:13]=[CH:12][CH:11]=[C:10]([CH3:14])[C:9]=3[CH3:15])[N:5]=[C:4]([NH2:16])[N:3]=2)=[N:22][CH:23]=1, predict the reactants needed to synthesize it. The reactants are: Cl[C:2]1[CH:7]=[C:6]([C:8]2[CH:13]=[CH:12][CH:11]=[C:10]([CH3:14])[C:9]=2[CH3:15])[N:5]=[C:4]([NH2:16])[N:3]=1.[Br:17][C:18]1[CH:19]=[CH:20][C:21]([NH:24][CH2:25][CH2:26][NH2:27])=[N:22][CH:23]=1.